Dataset: Catalyst prediction with 721,799 reactions and 888 catalyst types from USPTO. Task: Predict which catalyst facilitates the given reaction. The catalyst class is: 1. Reactant: [C:1](=[S:9])([NH2:8])[C:2]1[CH:7]=[CH:6][CH:5]=[CH:4][CH:3]=1.Br[CH2:11][C:12](=O)[C:13]([O:15][CH2:16]C)=[O:14]. Product: [C:2]1([C:1]2[S:9][CH:11]=[C:12]([C:13]([O:15][CH3:16])=[O:14])[N:8]=2)[CH:7]=[CH:6][CH:5]=[CH:4][CH:3]=1.